From a dataset of CYP2D6 inhibition data for predicting drug metabolism from PubChem BioAssay. Regression/Classification. Given a drug SMILES string, predict its absorption, distribution, metabolism, or excretion properties. Task type varies by dataset: regression for continuous measurements (e.g., permeability, clearance, half-life) or binary classification for categorical outcomes (e.g., BBB penetration, CYP inhibition). Dataset: cyp2d6_veith. (1) The drug is CC(C)Nc1cc(N2CCCC2)ccc1[N+](=O)[O-]. The result is 0 (non-inhibitor). (2) The molecule is CCOC(=O)c1c(-c2ccccc2)nc2ccc(Cl)cn12. The result is 0 (non-inhibitor). (3) The compound is CC(=O)O[C@H]1C2=C(C(=O)[C@H]3O[C@@H]31)[C@H]1[C@H](C)O[C@@H]2[C@@]23C(=O)[C@H]4O[C@@H]4[C@@H](O)C2=CO[C@H](C)[C@@H]13. The result is 0 (non-inhibitor).